Dataset: Full USPTO retrosynthesis dataset with 1.9M reactions from patents (1976-2016). Task: Predict the reactants needed to synthesize the given product. (1) Given the product [F:1][C:2]1[CH:7]=[C:6]([C:27]2[C:28]([S:33]([CH:36]([CH3:38])[CH3:37])(=[O:34])=[O:35])=[N:29][CH:30]=[CH:31][CH:32]=2)[CH:5]=[CH:4][C:3]=1[C:17]1[CH:18]=[C:19]2[CH:25]=[CH:24][NH:23][C:20]2=[N:21][CH:22]=1, predict the reactants needed to synthesize it. The reactants are: [F:1][C:2]1[CH:7]=[C:6](B2OC(C)(C)C(C)(C)O2)[CH:5]=[CH:4][C:3]=1[C:17]1[CH:18]=[C:19]2[CH:25]=[CH:24][NH:23][C:20]2=[N:21][CH:22]=1.Br[C:27]1[C:28]([S:33]([CH:36]([CH3:38])[CH3:37])(=[O:35])=[O:34])=[N:29][CH:30]=[CH:31][CH:32]=1. (2) The reactants are: [NH:1]1[CH2:6][CH2:5][CH:4]([NH:7][C:8]([C:10]2[N:11]([CH2:19][C:20]3[CH:24]=[C:23]([C:25]4[S:26][C:27]([Cl:30])=[CH:28][CH:29]=4)[O:22][N:21]=3)[C:12]3[C:17]([CH:18]=2)=[CH:16][CH:15]=[CH:14][CH:13]=3)=[O:9])[CH2:3][CH2:2]1.[O:31]([C:33]#[N:34])[K]. Given the product [C:33]([N:1]1[CH2:6][CH2:5][CH:4]([NH:7][C:8]([C:10]2[N:11]([CH2:19][C:20]3[CH:24]=[C:23]([C:25]4[S:26][C:27]([Cl:30])=[CH:28][CH:29]=4)[O:22][N:21]=3)[C:12]3[C:17]([CH:18]=2)=[CH:16][CH:15]=[CH:14][CH:13]=3)=[O:9])[CH2:3][CH2:2]1)(=[O:31])[NH2:34], predict the reactants needed to synthesize it. (3) Given the product [CH:11]12[CH2:12][NH:13][CH:14]1[CH2:15][N:9]([C:28]([C:27]1[CH:31]=[C:23]([CH3:22])[CH:24]=[CH:25][C:26]=1[N:32]1[N:36]=[CH:35][CH:34]=[N:33]1)=[O:30])[CH2:10]2, predict the reactants needed to synthesize it. The reactants are: C1(C2C=CC=CC=2)C=CC=CC=1C([N:9]1[CH2:15][CH:14]2[CH:11]([CH2:12][NH:13]2)[CH2:10]1)=O.[CH3:22][C:23]1[CH:24]=[CH:25][C:26]([N:32]2[N:36]=[CH:35][CH:34]=[N:33]2)=[C:27]([CH:31]=1)[C:28]([OH:30])=O.C1(C2C=CC=CC=2)C(C(O)=O)=CC=CC=1.